Dataset: Retrosynthesis with 50K atom-mapped reactions and 10 reaction types from USPTO. Task: Predict the reactants needed to synthesize the given product. (1) Given the product Fc1cncc(Cl)c1N1CCNCC1, predict the reactants needed to synthesize it. The reactants are: C1CNCCN1.Fc1cncc(Cl)c1I. (2) The reactants are: O=C(c1ccc([N+](=O)[O-])cc1)N1CCCC1. Given the product Nc1ccc(C(=O)N2CCCC2)cc1, predict the reactants needed to synthesize it.